This data is from Catalyst prediction with 721,799 reactions and 888 catalyst types from USPTO. The task is: Predict which catalyst facilitates the given reaction. Reactant: C(=O)([O-])O.[Na+].Br[CH2:7][C:8](=O)[C:9]([O:11][CH2:12][CH3:13])=[O:10].[C:15]([NH2:25])(=[O:24])[CH:16]=[CH:17][C:18]1[CH:23]=[CH:22][CH:21]=[CH:20][CH:19]=1.FC(F)(F)C(OC(=O)C(F)(F)F)=O. Product: [C:18]1(/[CH:17]=[CH:16]/[C:15]2[O:24][CH:7]=[C:8]([C:9]([O:11][CH2:12][CH3:13])=[O:10])[N:25]=2)[CH:23]=[CH:22][CH:21]=[CH:20][CH:19]=1. The catalyst class is: 54.